This data is from Forward reaction prediction with 1.9M reactions from USPTO patents (1976-2016). The task is: Predict the product of the given reaction. (1) The product is: [C:1]([N:8]1[C:16]2[C:11](=[CH:12][CH:13]=[C:14]([NH2:17])[CH:15]=2)[CH:10]=[N:9]1)([O:3][C:4]([CH3:7])([CH3:6])[CH3:5])=[O:2]. Given the reactants [C:1]([N:8]1[C:16]2[C:11](=[CH:12][CH:13]=[C:14]([N+:17]([O-])=O)[CH:15]=2)[CH:10]=[N:9]1)([O:3][C:4]([CH3:7])([CH3:6])[CH3:5])=[O:2].[H][H], predict the reaction product. (2) Given the reactants [F:1][C:2]1[CH:3]=[C:4]([CH:17]=[CH:18][CH:19]=1)[C:5]([NH:7][C:8]([CH3:16])([C:10]1[CH:15]=[CH:14][CH:13]=[CH:12][CH:11]=1)[CH3:9])=[O:6].CN(CCN(C)C)C.C([Li])(CC)C.CCCCCC.CN([CH:42]=[O:43])C, predict the reaction product. The product is: [F:1][C:2]1[CH:19]=[CH:18][CH:17]=[C:4]2[C:3]=1[CH:42]([OH:43])[N:7]([C:8]([CH3:16])([C:10]1[CH:11]=[CH:12][CH:13]=[CH:14][CH:15]=1)[CH3:9])[C:5]2=[O:6]. (3) Given the reactants F[B-](F)(F)F.[O:6]=[N+:7]=[O:8].[F:9][C:10]1[CH:11]=[C:12]2[C:17](=[CH:18][CH:19]=1)[N:16]([CH:20]=[O:21])[CH:15]([CH3:22])[CH2:14][CH2:13]2, predict the reaction product. The product is: [F:9][C:10]1[CH:11]=[C:12]2[C:17](=[C:18]([N+:7]([O-:8])=[O:6])[CH:19]=1)[N:16]([CH:20]=[O:21])[CH:15]([CH3:22])[CH2:14][CH2:13]2. (4) Given the reactants [Cl:1][C:2]1[S:3][C:4]([C:14]([O:16][CH3:17])=[O:15])=[C:5]([C:7](=O)/[CH:8]=[CH:9]/[N:10](C)C)[N:6]=1.Cl.[NH2:19]N, predict the reaction product. The product is: [Cl:1][C:2]1[S:3][C:4]([C:14]([O:16][CH3:17])=[O:15])=[C:5]([C:7]2[NH:19][N:10]=[CH:9][CH:8]=2)[N:6]=1. (5) Given the reactants Cl.[CH:2]([C:5]1[CH:6]=[C:7]([C@@H:11]([NH2:13])[CH3:12])[CH:8]=[CH:9][CH:10]=1)([CH3:4])[CH3:3].[Cl:14][C:15]1[CH:35]=[CH:34][C:18]([CH2:19][N:20]2[C:28]3[C:23](=[CH:24][C:25]([C:29](O)=[O:30])=[CH:26][CH:27]=3)[C:22]([CH3:32])=[C:21]2[CH3:33])=[CH:17][C:16]=1[O:36][C@H:37]([CH:42]([CH3:44])[CH3:43])[C:38]([O:40][CH3:41])=[O:39], predict the reaction product. The product is: [Cl:14][C:15]1[CH:35]=[CH:34][C:18]([CH2:19][N:20]2[C:28]3[C:23](=[CH:24][C:25]([C:29](=[O:30])[NH:13][C@H:11]([C:7]4[CH:8]=[CH:9][CH:10]=[C:5]([CH:2]([CH3:4])[CH3:3])[CH:6]=4)[CH3:12])=[CH:26][CH:27]=3)[C:22]([CH3:32])=[C:21]2[CH3:33])=[CH:17][C:16]=1[O:36][C@H:37]([CH:42]([CH3:43])[CH3:44])[C:38]([O:40][CH3:41])=[O:39]. (6) Given the reactants [C:1]([O:5][C:6](=[O:28])[NH:7][CH:8]([CH3:27])[CH2:9][C:10]1[C:18]2[C:13](=[C:14]([O:19][CH2:20][C:21]3C=CC=CC=3)[CH:15]=[CH:16][CH:17]=2)[NH:12][CH:11]=1)([CH3:4])([CH3:3])[CH3:2].BrCC#[N:32].C(=O)([O-])[O-].[K+].[K+], predict the reaction product. The product is: [C:1]([O:5][C:6](=[O:28])[NH:7][CH:8]([CH3:27])[CH2:9][C:10]1[C:18]2[C:13](=[C:14]([O:19][CH2:20][C:21]#[N:32])[CH:15]=[CH:16][CH:17]=2)[NH:12][CH:11]=1)([CH3:4])([CH3:3])[CH3:2]. (7) Given the reactants [C:1]([N:4]1[CH2:9][CH2:8][N:7]([CH:10]([C:14]2[CH:19]=[CH:18][CH:17]=[CH:16][CH:15]=2)[C:11]([OH:13])=[O:12])[CH2:6][CH2:5]1)(=[O:3])[CH3:2].C1CCC(N=C=NC2CCCCC2)CC1.C1C=CC2N(O)N=NC=2C=1.[N:45]12[CH2:52][CH2:51][CH:48]([CH2:49][CH2:50]1)[C@@H:47](O)[CH2:46]2, predict the reaction product. The product is: [C:1]([N:4]1[CH2:9][CH2:8][N:7]([CH:10]([C:14]2[CH:19]=[CH:18][CH:17]=[CH:16][CH:15]=2)[C:11]([O:13][C@@H:47]2[CH:48]3[CH2:51][CH2:52][N:45]([CH2:50][CH2:49]3)[CH2:46]2)=[O:12])[CH2:6][CH2:5]1)(=[O:3])[CH3:2].